This data is from Forward reaction prediction with 1.9M reactions from USPTO patents (1976-2016). The task is: Predict the product of the given reaction. (1) Given the reactants [NH2:1][C:2]1[CH:7]=[CH:6][C:5]([N:8]2[CH2:14][CH2:13][CH2:12][N:11](C(OC(C)(C)C)=O)[CH2:10][CH2:9]2)=[CH:4][C:3]=1[NH:22][S:23]([C:26]1[CH:31]=[CH:30][CH:29]=[CH:28][CH:27]=1)(=[O:25])=[O:24].[F:32][C:33]1[CH:34]=[CH:35][C:36]([CH3:43])=[C:37]([S:39]([Cl:42])(=[O:41])=[O:40])[CH:38]=1, predict the reaction product. The product is: [ClH:42].[N:8]1([C:5]2[CH:6]=[CH:7][C:2]([NH:1][S:39]([C:37]3[CH:38]=[C:33]([F:32])[CH:34]=[CH:35][C:36]=3[CH3:43])(=[O:41])=[O:40])=[C:3]([NH:22][S:23]([C:26]3[CH:27]=[CH:28][CH:29]=[CH:30][CH:31]=3)(=[O:25])=[O:24])[CH:4]=2)[CH2:14][CH2:13][CH2:12][NH:11][CH2:10][CH2:9]1. (2) The product is: [Cl:1][C:2]1[C:7]2[CH:8]=[N:9][N:10]([CH:23]3[CH2:28][CH2:27][CH2:26][CH2:25][O:24]3)[C:6]=2[C:5]([O:11][CH3:12])=[CH:4][N:3]=1. Given the reactants [Cl:1][C:2]1[C:7]2[CH:8]=[N:9][NH:10][C:6]=2[C:5]([O:11][CH3:12])=[CH:4][N:3]=1.ClC1C2C=NN([CH:23]3[CH2:28][CH2:27][CH2:26][CH2:25][O:24]3)C=2C=CN=1, predict the reaction product. (3) Given the reactants [NH2:1][C:2]1NCC2C(=CC=C(Cl)C=2Cl)N=1.ClC1C=CC=C(Cl)C=1Cl.[Cl:23][C:24]1[CH:29]=[CH:28][C:27]([N+:30]([O-:32])=[O:31])=[C:26](Cl)[C:25]=1[Cl:34].C([Cu])#N, predict the reaction product. The product is: [Cl:34][C:25]1[C:24]([Cl:23])=[CH:29][CH:28]=[C:27]([N+:30]([O-:32])=[O:31])[C:26]=1[C:2]#[N:1]. (4) Given the reactants [CH3:1][C:2]([CH3:25])([CH3:24])[CH2:3][CH2:4][CH2:5][NH:6][C:7]([C:9]1[C:10]([CH:22]=[CH2:23])=[N:11][C:12]([N:16]2[CH2:21][CH2:20][O:19][CH2:18][CH2:17]2)=[CH:13][C:14]=1[CH3:15])=[O:8].[OH-:26].[Na+].OO, predict the reaction product. The product is: [CH3:1][C:2]([CH3:25])([CH3:24])[CH2:3][CH2:4][CH2:5][NH:6][C:7]([C:9]1[C:10]([CH:22]([OH:26])[CH3:23])=[N:11][C:12]([N:16]2[CH2:17][CH2:18][O:19][CH2:20][CH2:21]2)=[CH:13][C:14]=1[CH3:15])=[O:8].